This data is from Aqueous solubility values for 9,982 compounds from the AqSolDB database. The task is: Regression/Classification. Given a drug SMILES string, predict its absorption, distribution, metabolism, or excretion properties. Task type varies by dataset: regression for continuous measurements (e.g., permeability, clearance, half-life) or binary classification for categorical outcomes (e.g., BBB penetration, CYP inhibition). For this dataset (solubility_aqsoldb), we predict Y. The compound is O=C(O)Cc1c(Cl)ccc(Cl)c1Cl. The Y is -3.08 log mol/L.